This data is from Forward reaction prediction with 1.9M reactions from USPTO patents (1976-2016). The task is: Predict the product of the given reaction. (1) Given the reactants I[C:2]1[CH:3]=[C:4]2[C:9](=[CH:10][CH:11]=1)[C:8](=[O:12])[NH:7][C:6](=[O:13])/[C:5]/2=[CH:14]\[NH:15][C:16]1[CH:17]=[N:18][C:19]([N:22]2[CH2:27][CH2:26][N:25]([CH3:28])[CH2:24][CH2:23]2)=[N:20][CH:21]=1.[O:29]1[CH:33]=[CH:32][C:31](B(O)O)=[CH:30]1.C(=O)([O-])[O-].[Cs+].[Cs+].P(C(C)(C)C)(C(C)(C)C)C(C)(C)C, predict the reaction product. The product is: [O:29]1[CH:33]=[CH:32][C:31]([C:2]2[CH:3]=[C:4]3[C:9](=[CH:10][CH:11]=2)[C:8](=[O:12])[NH:7][C:6](=[O:13])/[C:5]/3=[CH:14]\[NH:15][C:16]2[CH:21]=[N:20][C:19]([N:22]3[CH2:27][CH2:26][N:25]([CH3:28])[CH2:24][CH2:23]3)=[N:18][CH:17]=2)=[CH:30]1. (2) Given the reactants [CH:1]([C:3]1[CH:12]=[CH:11][C:6]([C:7]([O:9][CH3:10])=[O:8])=[CH:5][CH:4]=1)=[O:2].[CH3:13][C:14](=[N:18]O)[C:15](=O)[CH3:16].[ClH:20].C(OCC)(=O)C, predict the reaction product. The product is: [Cl:20][CH2:13][C:14]1[N:18]=[C:1]([C:3]2[CH:12]=[CH:11][C:6]([C:7]([O:9][CH3:10])=[O:8])=[CH:5][CH:4]=2)[O:2][C:15]=1[CH3:16].